Dataset: NCI-60 drug combinations with 297,098 pairs across 59 cell lines. Task: Regression. Given two drug SMILES strings and cell line genomic features, predict the synergy score measuring deviation from expected non-interaction effect. (1) Drug 1: CCCS(=O)(=O)NC1=C(C(=C(C=C1)F)C(=O)C2=CNC3=C2C=C(C=N3)C4=CC=C(C=C4)Cl)F. Drug 2: CC(CN1CC(=O)NC(=O)C1)N2CC(=O)NC(=O)C2. Cell line: COLO 205. Synergy scores: CSS=78.3, Synergy_ZIP=5.52, Synergy_Bliss=4.21, Synergy_Loewe=3.34, Synergy_HSA=7.61. (2) Drug 1: C1=NC2=C(N=C(N=C2N1C3C(C(C(O3)CO)O)F)Cl)N. Drug 2: CC1=C2C(C(=O)C3(C(CC4C(C3C(C(C2(C)C)(CC1OC(=O)C(C(C5=CC=CC=C5)NC(=O)OC(C)(C)C)O)O)OC(=O)C6=CC=CC=C6)(CO4)OC(=O)C)O)C)O. Cell line: KM12. Synergy scores: CSS=6.96, Synergy_ZIP=-0.757, Synergy_Bliss=3.49, Synergy_Loewe=1.19, Synergy_HSA=1.23. (3) Drug 1: C1C(C(OC1N2C=NC3=C2NC=NCC3O)CO)O. Drug 2: C(CCl)NC(=O)N(CCCl)N=O. Cell line: HL-60(TB). Synergy scores: CSS=4.05, Synergy_ZIP=-3.90, Synergy_Bliss=-7.72, Synergy_Loewe=-5.18, Synergy_HSA=-6.22.